Dataset: Reaction yield outcomes from USPTO patents with 853,638 reactions. Task: Predict the reaction yield, written as a fraction of the theoretical maximum amount of product (1.0 means a 100% yield; for example, 0.34 means a 34% yield). (1) The reactants are [C:1]([C:4]1[CH:5]=[N:6][CH:7]=[C:8](Br)[CH:9]=1)(=[O:3])C.[OH-].[Na+].O.NN.[CH:16]([Mg]Cl)(C)[CH3:17]. The catalyst is C(O)COCCO.O1CCCC1.CN(C)C=O. The product is [CH2:16]([C:8]1[CH:7]=[N:6][CH:5]=[C:4]([CH:1]=[O:3])[CH:9]=1)[CH3:17]. The yield is 0.180. (2) The reactants are [I:1][C:2]1[CH:3]=[C:4]([OH:8])[CH:5]=[CH:6][CH:7]=1.CN[C:11]1[N:16]=[C:15]([CH2:17][CH2:18]O)[CH:14]=[CH:13][CH:12]=1.C1(P(C2C=CC=CC=2)C2C=CC=CC=2)C=CC=CC=1.[N:39]([C:46](OCC)=O)=NC(OCC)=O. The catalyst is C1COCC1. The product is [I:1][C:2]1[CH:3]=[C:4]([CH:5]=[CH:6][CH:7]=1)[O:8][CH2:18][CH2:17][C:15]1[N:16]=[C:11]([CH2:46][NH2:39])[CH:12]=[CH:13][CH:14]=1. The yield is 0.740. (3) The reactants are [N:1]([C:4]1[CH:13]=[CH:12][CH:11]=[CH:10][C:5]=1[C:6]([O:8]C)=O)=[C:2]=[O:3].[C:14]([NH:21][C:22]1[CH:27]=[CH:26][C:25]([NH2:28])=[CH:24][CH:23]=1)([O:16][C:17]([CH3:20])([CH3:19])[CH3:18])=[O:15].CCN(C(C)C)C(C)C.C1CCN2C(=NCCC2)CC1. The catalyst is C1COCC1. The product is [C:17]([O:16][C:14]([NH:21][C:22]1[CH:23]=[CH:24][C:25]([N:28]2[C:6](=[O:8])[C:5]3[C:4](=[CH:13][CH:12]=[CH:11][CH:10]=3)[NH:1][C:2]2=[O:3])=[CH:26][CH:27]=1)=[O:15])([CH3:20])([CH3:18])[CH3:19]. The yield is 0.850. (4) The reactants are [NH:1]1[CH2:6][CH2:5][CH:4]([C:7]([NH:9][C:10]2[C:11]([CH3:27])=[CH:12][C:13]3[N:14]([CH:24]([CH3:26])[CH3:25])[C:15]4[C:20]([C:21]=3[C:22]=2[CH3:23])=[CH:19][CH:18]=[CH:17][CH:16]=4)=[O:8])[CH2:3][CH2:2]1.[O-:28][C:29]#[N:30].[K+].Cl. The catalyst is O.C(O)C.O. The product is [C:29]([N:1]1[CH2:6][CH2:5][CH:4]([C:7]([NH:9][C:10]2[C:11]([CH3:27])=[CH:12][C:13]3[N:14]([CH:24]([CH3:25])[CH3:26])[C:15]4[C:20]([C:21]=3[C:22]=2[CH3:23])=[CH:19][CH:18]=[CH:17][CH:16]=4)=[O:8])[CH2:3][CH2:2]1)(=[O:28])[NH2:30]. The yield is 0.350. (5) The product is [Si:25]([O:24][CH2:23][C:15]1[C:16]([S:19]([CH3:22])(=[O:20])=[O:21])=[CH:17][C:18]2[N:10]3[CH2:9][CH2:8][N:7]=[C:42]([CH:43]([CH3:45])[CH3:44])[C:11]3=[CH:12][C:13]=2[CH:14]=1)([C:38]([CH3:41])([CH3:39])[CH3:40])([C:32]1[CH:37]=[CH:36][CH:35]=[CH:34][CH:33]=1)[C:26]1[CH:31]=[CH:30][CH:29]=[CH:28][CH:27]=1. The yield is 0.650. The reactants are C(OC(=O)[NH:7][CH2:8][CH2:9][N:10]1[C:18]2[C:13](=[CH:14][C:15]([CH2:23][O:24][Si:25]([C:38]([CH3:41])([CH3:40])[CH3:39])([C:32]3[CH:37]=[CH:36][CH:35]=[CH:34][CH:33]=3)[C:26]3[CH:31]=[CH:30][CH:29]=[CH:28][CH:27]=3)=[C:16]([S:19]([CH3:22])(=[O:21])=[O:20])[CH:17]=2)[CH:12]=[C:11]1[C:42](=O)[CH:43]([CH3:45])[CH3:44])(C)(C)C.FC(F)(F)C(O)=O. The catalyst is C(Cl)Cl. (6) The reactants are [CH:1]([CH:4]1[C:9]([O:10][CH3:11])=[N:8][CH:7]([CH2:12][CH2:13]C(F)(F)F)[C:6]([O:18][CH3:19])=[N:5]1)([CH3:3])[CH3:2].BrCC[O:23][CH2:24][C:25]([F:28])([F:27])[F:26]. No catalyst specified. The product is [CH:1]([CH:4]1[C:9]([O:10][CH3:11])=[N:8][CH:7]([CH2:12][CH2:13][O:23][CH2:24][C:25]([F:28])([F:27])[F:26])[C:6]([O:18][CH3:19])=[N:5]1)([CH3:2])[CH3:3]. The yield is 0.650. (7) The reactants are [O:1]1[CH2:6][CH2:5][CH:4]([CH2:7][CH2:8][N:9]2[C:14]3=[N:15][C:16]([Sn](C)(C)C)=[CH:17][N:18]=[C:13]3[NH:12][CH2:11][C:10]2=[O:23])[CH2:3][CH2:2]1.Br[C:25]1[CH:26]=[C:27]2[CH:33]=[CH:32][NH:31][C:28]2=[N:29][CH:30]=1.C1(C)C=CC=CC=1P(C1C=CC=CC=1C)C1C=CC=CC=1C.C(N(CC)CC)C. The catalyst is CN(C)C=O. The product is [NH:31]1[C:28]2=[N:29][CH:30]=[C:25]([C:16]3[N:15]=[C:14]4[N:9]([CH2:8][CH2:7][CH:4]5[CH2:5][CH2:6][O:1][CH2:2][CH2:3]5)[C:10](=[O:23])[CH2:11][NH:12][C:13]4=[N:18][CH:17]=3)[CH:26]=[C:27]2[CH:33]=[CH:32]1. The yield is 0.112. (8) The reactants are C(=O)([O-])[O-].[K+].[K+].[CH:7]1([CH2:10]Br)[CH2:9][CH2:8]1.CN(C)C=O.[Cl:17][C:18]1[N:26]=[C:25]2[C:21]([N:22]=[CH:23][NH:24]2)=[C:20]([N:27]2[CH2:32][CH2:31][O:30][CH2:29][CH2:28]2)[N:19]=1. The catalyst is C(OCC)(=O)C. The product is [Cl:17][C:18]1[N:26]=[C:25]2[C:21]([N:22]=[CH:23][N:24]2[CH2:10][CH:7]2[CH2:9][CH2:8]2)=[C:20]([N:27]2[CH2:28][CH2:29][O:30][CH2:31][CH2:32]2)[N:19]=1. The yield is 0.700.